Dataset: Peptide-MHC class I binding affinity with 185,985 pairs from IEDB/IMGT. Task: Regression. Given a peptide amino acid sequence and an MHC pseudo amino acid sequence, predict their binding affinity value. This is MHC class I binding data. (1) The peptide sequence is VMLVNDRVL. The MHC is H-2-Db with pseudo-sequence H-2-Db. The binding affinity (normalized) is 0.646. (2) The peptide sequence is YRGEYRQSR. The MHC is HLA-B51:01 with pseudo-sequence HLA-B51:01. The binding affinity (normalized) is 0.0847. (3) The peptide sequence is YLPTQQDVL. The MHC is HLA-B35:03 with pseudo-sequence HLA-B35:03. The binding affinity (normalized) is 0. (4) The peptide sequence is LPLMMLSPL. The MHC is HLA-B35:01 with pseudo-sequence HLA-B35:01. The binding affinity (normalized) is 1.00. (5) The peptide sequence is HPKLRPILL. The binding affinity (normalized) is 0.0847. The MHC is HLA-B27:03 with pseudo-sequence HLA-B27:03. (6) The peptide sequence is YSAVVPLVY. The MHC is HLA-B46:01 with pseudo-sequence HLA-B46:01. The binding affinity (normalized) is 0.693. (7) The peptide sequence is RGYVFQGL. The MHC is HLA-C06:02 with pseudo-sequence HLA-C06:02. The binding affinity (normalized) is 0. (8) The peptide sequence is CQQKCDMPSL. The MHC is HLA-A02:01 with pseudo-sequence HLA-A02:01. The binding affinity (normalized) is 0.282.